Dataset: Experimentally validated miRNA-target interactions with 360,000+ pairs, plus equal number of negative samples. Task: Binary Classification. Given a miRNA mature sequence and a target amino acid sequence, predict their likelihood of interaction. (1) The miRNA is hsa-miR-425-5p with sequence AAUGACACGAUCACUCCCGUUGA. The protein sequence of the target gene is MPTDMEHTGHYLHLAFLMTTVFSLSPGTKANYTRLWANSTSSWDSVIQNKTGRNQNENINTNPITPEVDYKGNSTNMPETSHIVALTSKSEQELYIPSVVSNSPSTVQSIENTSKSHGEIFKKDVCAENNNNMAMLICLIIIAVLFLICTFLFLSTVVLANKVSSLRRSKQVGKRQPRSNGDFLASGLWPAESDTWKRTKQLTGPNLVMQSTGVLTATRERKDEEGTEKLTNKQIG. Result: 0 (no interaction). (2) The miRNA is mmu-miR-147-3p with sequence GUGUGCGGAAAUGCUUCUGCUA. The protein sequence of the target gene is MALDCLLLFLLASAVAAMEETLMDTRTATAELGWTANPASGWEEVSGYDENLNTIRTYQVCNVFEPNQNNWLLTTFINRRGAHRIYTEMRFTVRDCSSLPNVPGSCKETFNLYYYETDSVIATKKSAFWSEAPYLKVDTIAADESFSQVDFGGRLMKVNTEVRSFGPLTRNGFYLAFQDYGACMSLLSVRVFFKKCPSIVQNFAVFPETMTGAESTSLVIARGTCIPNAEEVDVPIKLYCNGDGEWMVPIGRCTCKPGYEPENSVACKACPAGTFKASQEAEGCSHCPSNSRSPSEASPI.... Result: 0 (no interaction). (3) The miRNA is hsa-miR-934 with sequence UGUCUACUACUGGAGACACUGG. The protein sequence of the target gene is MAAPLSVEVEFGGGAELLFDGIKKHRVTLPGQEEPWDIRNLLIWIKKNLLKERPELFIQGDSVRPGILVLINDADWELLGELDYQLQDQDSVLFISTLHGG. Result: 0 (no interaction). (4) The miRNA is hsa-miR-1247-5p with sequence ACCCGUCCCGUUCGUCCCCGGA. The protein sequence of the target gene is MSVEDGGVPGLARPRQARWTLLLFLSTAMYGAHAPFLALCHVDGRVPFRPSSAVLLTELTKLLLCAFSLLVGWQTWPQGTPPWRQAVPFALSALLYGANNNLVIYLQRYMDPSTYQVLSNLKIGSTALLYCLCLGHRLSARQGLALLLLMAAGACYASGGFQEPVNTLPGPASAAGAHPMPLHITPLGLLLLILYCLISGLSSVYTELIMKRQRLPLALQNLFLYTFGVILNFGLYAGSGPGPGFLEGFSGWAVLVVLNQAVNGLLMSAVMKHGSSITRLFIVSCSLVVNAVLSAVLLQL.... Result: 0 (no interaction).